This data is from Reaction yield outcomes from USPTO patents with 853,638 reactions. The task is: Predict the reaction yield, written as a fraction of the theoretical maximum amount of product (1.0 means a 100% yield; for example, 0.34 means a 34% yield). (1) The yield is 0.620. The product is [CH3:1][O:2][C:3]1[C:8]([O:9][CH3:10])=[CH:7][C:6]([C:11]([C:13]2[C:14]([O:21][CH3:22])=[N:15][C:16]([O:19][CH3:20])=[N:17][CH:18]=2)=[O:12])=[C:5]([CH:23]([CH3:31])[CH2:24][C:25]2[CH:26]=[CH:27][CH:28]=[CH:29][CH:30]=2)[CH:4]=1. The reactants are [CH3:1][O:2][C:3]1[C:8]([O:9][CH3:10])=[CH:7][C:6]([CH:11]([C:13]2[C:14]([O:21][CH3:22])=[N:15][C:16]([O:19][CH3:20])=[N:17][CH:18]=2)[OH:12])=[C:5]([CH:23]([CH3:31])[CH2:24][C:25]2[CH:30]=[CH:29][CH:28]=[CH:27][CH:26]=2)[CH:4]=1. The catalyst is C1(C)C=CC=CC=1.O=[Mn]=O. (2) The catalyst is O. The reactants are Cl[CH2:2][C:3]1[CH:4]=[C:5]([CH:20]=[CH:21][CH:22]=1)[O:6][CH2:7][C:8]1[N:9]=[C:10]([C:14]2[CH:19]=[CH:18][CH:17]=[CH:16][CH:15]=2)[O:11][C:12]=1[CH3:13].[CH2:23]([N:30]1[CH:34]=[C:33]([C:35]([O:37][CH2:38][CH3:39])=[O:36])[C:32]([OH:40])=[N:31]1)[C:24]1[CH:29]=[CH:28][CH:27]=[CH:26][CH:25]=1.C(=O)([O-])[O-].[K+].[K+].CN(C)C=O. The product is [CH2:23]([N:30]1[CH:34]=[C:33]([C:35]([O:37][CH2:38][CH3:39])=[O:36])[C:32]([O:40][CH2:2][C:3]2[CH:22]=[CH:21][CH:20]=[C:5]([O:6][CH2:7][C:8]3[N:9]=[C:10]([C:14]4[CH:19]=[CH:18][CH:17]=[CH:16][CH:15]=4)[O:11][C:12]=3[CH3:13])[CH:4]=2)=[N:31]1)[C:24]1[CH:25]=[CH:26][CH:27]=[CH:28][CH:29]=1. The yield is 0.870. (3) The reactants are [N+:1]([C:4]1[CH:5]=[C:6]([CH3:11])[C:7]([CH3:10])=[CH:8][CH:9]=1)([O-:3])=[O:2].C1C(=O)N(Br)C(=O)C1.C(OOC(=O)C1C=CC=CC=1)(=O)C1C=CC=CC=1.C([O-])([O-])=O.[Na+].[Na+].[CH2:44]([NH2:51])[C:45]1[CH:50]=[CH:49][CH:48]=[CH:47][CH:46]=1. The catalyst is CC(C)=O.O.C(Cl)(Cl)(Cl)Cl. The product is [CH2:44]([N:51]1[CH2:11][C:6]2[C:7](=[CH:8][CH:9]=[C:4]([N+:1]([O-:3])=[O:2])[CH:5]=2)[CH2:10]1)[C:45]1[CH:50]=[CH:49][CH:48]=[CH:47][CH:46]=1. The yield is 0.330. (4) The reactants are [CH3:1][C@@:2]12[C:10](=[O:11])[CH2:9][CH2:8][C@H:7]1[C@@H:6]1[CH2:12][CH:13]=[C:14]3[CH2:19][C@@H:18]([OH:20])[CH2:17][CH2:16][C@:15]3([CH3:21])[C@H:5]1[CH2:4][CH2:3]2.CCN(CC)CC.O([Si](C)(C)C)S(C(F)(F)[F:34])(=O)=O.[B-](F)(F)(F)F.[B-](F)(F)(F)F.C1[N+]2(CCl)CC[N+](F)(CC2)C1.CCCC[N+](CCCC)(CCCC)CCCC.[F-].C1COCC1. The catalyst is C1(C)C=CC=CC=1.O.CCCCCC. The product is [F:34][C@H:9]1[C:10](=[O:11])[C@:2]2([CH3:1])[CH:7]([CH:6]3[CH:5]([CH2:4][CH2:3]2)[C@:15]2([CH3:21])[C:14]([CH2:19][C@@H:18]([OH:20])[CH2:17][CH2:16]2)=[CH:13][CH2:12]3)[CH2:8]1. The yield is 0.950. (5) The reactants are [CH3:1][O:2][C:3](=[O:14])[CH2:4][CH2:5][CH2:6][C:7]1[CH:12]=[CH:11][C:10]([OH:13])=[CH:9][CH:8]=1.[Br:15][CH2:16][CH2:17]Br.C(=O)([O-])[O-].[K+].[K+].O. The product is [CH3:1][O:2][C:3](=[O:14])[CH2:4][CH2:5][CH2:6][C:7]1[CH:8]=[CH:9][C:10]([O:13][CH2:17][CH2:16][Br:15])=[CH:11][CH:12]=1. The catalyst is CN(C=O)C. The yield is 0.170.